This data is from Full USPTO retrosynthesis dataset with 1.9M reactions from patents (1976-2016). The task is: Predict the reactants needed to synthesize the given product. (1) Given the product [NH2:27][C:3]1[CH:4]=[C:5]2[C:9](=[C:10]([CH3:11])[C:2]=1[Cl:1])[NH:8][C:7](=[O:12])[C:6]2([C:13]1[CH:18]=[CH:17][C:16]([OH:19])=[CH:15][CH:14]=1)[C:20]1[CH:21]=[CH:22][C:23]([OH:26])=[CH:24][CH:25]=1, predict the reactants needed to synthesize it. The reactants are: [Cl:1][C:2]1[C:10]([CH3:11])=[C:9]2[C:5]([C:6]([C:20]3[CH:25]=[CH:24][C:23]([OH:26])=[CH:22][CH:21]=3)([C:13]3[CH:18]=[CH:17][C:16]([OH:19])=[CH:15][CH:14]=3)[C:7](=[O:12])[NH:8]2)=[CH:4][C:3]=1[N+:27]([O-])=O. (2) The reactants are: C([C:7]1([CH2:26]CCCCC)[C:19]2[CH:18]=[C:17](B(O)O)[CH:16]=C[C:14]=2[C:13]2[C:8]1=[CH:9][C:10](B(O)O)=[CH:11][CH:12]=2)CCCCC.Br[C:33]1[CH:34]=[CH:35][C:36]([C:39]2[CH:40]=[N:41][CH:42]=[CH:43][CH:44]=2)=[N:37][CH:38]=1.P([O-])([O-])([O-])=O.[K+].[K+].[K+]. Given the product [N:37]1[CH:38]=[C:33]([C:11]2[CH:10]=[CH:9][C:8]3[C:7]4[C:19](=[CH:18][C:17]([C:33]5[CH:34]=[CH:35][C:36]([C:39]6[CH:40]=[N:41][CH:42]=[CH:43][CH:44]=6)=[N:37][CH:38]=5)=[CH:16][CH:26]=4)[C:14]([CH2:26][CH2:7][CH2:8][CH2:9][CH2:10][CH3:11])([CH2:12][CH2:13][CH2:14][CH2:19][CH2:18][CH3:17])[C:13]=3[CH:12]=2)[CH:34]=[CH:35][C:36]=1[C:39]1[CH:40]=[N:41][CH:42]=[CH:43][CH:44]=1, predict the reactants needed to synthesize it. (3) Given the product [Br:12][CH2:1][C:2]1[N:7]=[N:6][C:5]([C:8]([O:10][CH3:11])=[O:9])=[CH:4][CH:3]=1, predict the reactants needed to synthesize it. The reactants are: [CH3:1][C:2]1[N:7]=[N:6][C:5]([C:8]([O:10][CH3:11])=[O:9])=[CH:4][CH:3]=1.[Br:12]N1C(=O)CCC1=O.N(C(C)(C)C#N)=NC(C)(C)C#N. (4) Given the product [CH3:1][C:2]1[N:6]([C:7]2[CH:8]=[CH:9][C:10]([O:13][CH2:14][CH2:15][CH2:16][CH2:17][CH2:18][C:19]3[CH:24]=[CH:23][CH:22]=[CH:21][CH:20]=3)=[CH:11][CH:12]=2)[C:5]([C:25]2[CH:26]=[CH:27][C:28]([O:29][C@H:30]([CH2:36][C:37]3[CH:38]=[CH:39][CH:40]=[CH:41][CH:42]=3)[C:31]([OH:33])=[O:32])=[CH:43][CH:44]=2)=[CH:4][CH:3]=1, predict the reactants needed to synthesize it. The reactants are: [CH3:1][C:2]1[N:6]([C:7]2[CH:12]=[CH:11][C:10]([O:13][CH2:14][CH2:15][CH2:16][CH2:17][CH2:18][C:19]3[CH:24]=[CH:23][CH:22]=[CH:21][CH:20]=3)=[CH:9][CH:8]=2)[C:5]([C:25]2[CH:44]=[CH:43][C:28]([O:29][C@H:30]([CH2:36][C:37]3[CH:42]=[CH:41][CH:40]=[CH:39][CH:38]=3)[C:31]([O:33]CC)=[O:32])=[CH:27][CH:26]=2)=[CH:4][CH:3]=1.[OH-].[K+].Cl.